From a dataset of Experimentally validated miRNA-target interactions with 360,000+ pairs, plus equal number of negative samples. Binary Classification. Given a miRNA mature sequence and a target amino acid sequence, predict their likelihood of interaction. (1) The miRNA is hsa-miR-4254 with sequence GCCUGGAGCUACUCCACCAUCUC. The protein sequence of the target gene is MSSAPTTPPSVDKVDGFSRKSVRKARQKRSQSSSQFRSQGKPIELTPLPLLKDVPTSEQPELFLKKLQQCCVIFDFMDTLSDLKMKEYKRSTLNELVDYITISRGCLTEQTYPEVVRMVSCNIFRTLPPSDSNEFDPEEDEPTLEASWPHLQLVYEFFIRFLESQEFQPSIAKKYIDQKFVLQLLELFDSEDPRERDYLKTVLHRIYGKFLGLRAFIRKQINNIFLRFVYETEHFNGVAELLEILGSIINGFALPLKAEHKQFLVKVLIPLHTVRSLSLFHAQLAYCIVQFLEKDPSLTE.... Result: 0 (no interaction). (2) The miRNA is hsa-miR-421 with sequence AUCAACAGACAUUAAUUGGGCGC. The protein sequence of the target gene is MSTCCWCTPGGASTIDFLKRYASNTPSGEFQTADEDLCYCLECVAEYHKARDELPFLHEVLWELETLRLINHFEKSMKAEIGDDDELYIVDNNGEMPLFDITGQDFENKLRVPLLEILKYPYLLLHERVNELCVEALCRMEQANCSFQVFDKHPGIYLFLVHPNEMVRRWAILTARNLGKVDRDDYYDLQEVLLCLFKVIELGLLESPDIYTSSVLEKGKLILLPSHMYDTTNYKSYWLGICMLLTILEEQAMDSLLLGSDKQNDFMQSILHTMEREADDDSVDPFWPALHCFMVILDRL.... Result: 0 (no interaction).